This data is from Catalyst prediction with 721,799 reactions and 888 catalyst types from USPTO. The task is: Predict which catalyst facilitates the given reaction. (1) The catalyst class is: 28. Product: [CH2:2]([C:18]1[CH:25]=[C:26]([C:21]2[S:20][CH:19]=[C:18]([CH2:6][CH2:7][CH2:8][CH2:9][CH2:10][CH2:11][CH2:12][CH2:13][CH2:14][CH2:15][CH2:16][CH3:17])[CH:22]=2)[S:20][CH:19]=1)[CH2:3][CH2:4][CH2:5][CH2:6][CH2:7][CH2:8][CH2:9][CH2:10][CH2:11][CH2:12][CH3:13]. Reactant: [Li][CH2:2][CH2:3][CH2:4][CH3:5].[CH2:6]([C:18]1[CH:22]=[CH:21][S:20][CH:19]=1)[CH2:7][CH2:8][CH2:9][CH2:10][CH2:11][CH2:12][CH2:13][CH2:14][CH2:15][CH2:16][CH3:17].CN(C)[CH2:25][CH2:26]N(C)C. (2) Reactant: C[O:2][C:3](=O)[CH2:4][CH:5]([C:15]1[CH:16]=[N:17][CH:18]=[CH:19][CH:20]=1)[N:6]1[C:14]2[C:9](=[N:10][CH:11]=[CH:12][CH:13]=2)[CH:8]=[CH:7]1.[H-].[H-].[H-].[H-].[Li+].[Al+3]. Product: [N:17]1[CH:18]=[CH:19][CH:20]=[C:15]([CH:5]([N:6]2[C:14]3[C:9](=[N:10][CH:11]=[CH:12][CH:13]=3)[CH:8]=[CH:7]2)[CH2:4][CH2:3][OH:2])[CH:16]=1. The catalyst class is: 1. (3) Reactant: [Cl:1][C:2]1[CH:3]=[CH:4][C:5]([C:38]#[N:39])=[C:6]([C:8]2[C:13]([O:14][CH3:15])=[CH:12][N:11]([CH:16]([CH2:31][CH:32]([O:35][CH3:36])[CH2:33][CH3:34])[C:17]([NH:19][C:20]3[CH:30]=[CH:29][C:23]([C:24]([O:26]CC)=[O:25])=[CH:22][CH:21]=3)=[O:18])[C:10](=[O:37])[CH:9]=2)[CH:7]=1.C(=O)([O-])[O-].[Cs+].[Cs+]. Product: [Cl:1][C:2]1[CH:3]=[CH:4][C:5]([C:38]#[N:39])=[C:6]([C:8]2[C:13]([O:14][CH3:15])=[CH:12][N:11]([CH:16]([CH2:31][CH:32]([O:35][CH3:36])[CH2:33][CH3:34])[C:17]([NH:19][C:20]3[CH:30]=[CH:29][C:23]([C:24]([OH:26])=[O:25])=[CH:22][CH:21]=3)=[O:18])[C:10](=[O:37])[CH:9]=2)[CH:7]=1. The catalyst class is: 24.